From a dataset of Catalyst prediction with 721,799 reactions and 888 catalyst types from USPTO. Predict which catalyst facilitates the given reaction. (1) The catalyst class is: 32. Product: [N:6]1[CH:7]=[CH:8][CH:9]=[C:4]([C:1](=[O:3])[CH2:2][CH2:22][N:19]2[CH2:18][CH2:17][N:16]([C:11]3[CH:12]=[CH:13][CH:14]=[CH:15][N:10]=3)[CH2:21][CH2:20]2)[CH:5]=1. Reactant: [C:1]([C:4]1[CH:5]=[N:6][CH:7]=[CH:8][CH:9]=1)(=[O:3])[CH3:2].[N:10]1[CH:15]=[CH:14][CH:13]=[CH:12][C:11]=1[N:16]1[CH2:21][CH2:20][NH:19][CH2:18][CH2:17]1.[CH2:22]=O.Cl. (2) Reactant: Cl[C:2]1[CH:3]=[CH:4][C:5]2[N:6]([CH:8]=[C:9]([NH:11][C:12](=[O:14])[CH3:13])[N:10]=2)[N:7]=1.[B:15]1([B:15]2[O:19][C:18]([CH3:21])([CH3:20])[C:17]([CH3:23])([CH3:22])[O:16]2)[O:19][C:18]([CH3:21])([CH3:20])[C:17]([CH3:23])([CH3:22])[O:16]1.C([O-])(=O)C.[K+]. Product: [CH3:22][C:17]1([CH3:23])[C:18]([CH3:21])([CH3:20])[O:19][B:15]([C:2]2[CH:3]=[CH:4][C:5]3[N:6]([CH:8]=[C:9]([NH:11][C:12](=[O:14])[CH3:13])[N:10]=3)[N:7]=2)[O:16]1. The catalyst class is: 12. (3) Reactant: [CH2:1]([O:8][C:9]1[CH:14]=[CH:13][C:12]([OH:15])=[CH:11][CH:10]=1)[C:2]1[CH:7]=[CH:6][CH:5]=[CH:4][CH:3]=1.[H-].[Na+].F[C:19]1[CH:24]=[C:23]([N:25]2[C:30](=[O:31])[CH:29]=[C:28]([C:32]([F:35])([F:34])[F:33])[N:27]([CH3:36])[C:26]2=[O:37])[C:22]([F:38])=[CH:21][C:20]=1[N+:39]([O-:41])=[O:40]. Product: [CH2:1]([O:8][C:9]1[CH:10]=[CH:11][C:12]([O:15][C:19]2[CH:24]=[C:23]([N:25]3[C:30](=[O:31])[CH:29]=[C:28]([C:32]([F:34])([F:35])[F:33])[N:27]([CH3:36])[C:26]3=[O:37])[C:22]([F:38])=[CH:21][C:20]=2[N+:39]([O-:41])=[O:40])=[CH:13][CH:14]=1)[C:2]1[CH:3]=[CH:4][CH:5]=[CH:6][CH:7]=1. The catalyst class is: 9. (4) Reactant: [CH:1]1([CH2:6][CH:7]([C:11]2[CH:16]=[CH:15][CH:14]=[C:13]([C:17]([F:20])([F:19])[F:18])[CH:12]=2)[C:8]([OH:10])=O)[CH2:5][CH2:4][CH2:3][CH2:2]1.C(Cl)(=O)C(Cl)=O.[NH2:27][C:28]1[S:29][CH:30]=[CH:31][N:32]=1.C(N(CC)C(C)C)(C)C. Product: [CH:1]1([CH2:6][CH:7]([C:11]2[CH:16]=[CH:15][CH:14]=[C:13]([C:17]([F:20])([F:19])[F:18])[CH:12]=2)[C:8]([NH:27][C:28]2[S:29][CH:30]=[CH:31][N:32]=2)=[O:10])[CH2:2][CH2:3][CH2:4][CH2:5]1. The catalyst class is: 832. (5) The catalyst class is: 16. Product: [NH2:1][C:2]1[CH:7]=[CH:6][CH:5]=[CH:4][C:3]=1[O:8][C:23]1[C:24]2[C:29](=[CH:28][CH:27]=[CH:26][CH:25]=2)[N:20]=[CH:21][N:22]=1. Reactant: [NH2:1][C:2]1[CH:7]=[CH:6][CH:5]=[CH:4][C:3]=1[OH:8].ClC1C2C(=CC=CC=2)N=CC=1.[N:20]1[C:29]2[C:24](=[CH:25][CH:26]=[CH:27][CH:28]=2)[CH:23]=[N:22][CH:21]=1.[H-].[Na+]. (6) Reactant: CON(C)[C:4](=[O:17])[CH2:5][CH2:6][C:7]1[CH:12]=[CH:11][C:10]([C:13]([F:16])([F:15])[F:14])=[CH:9][CH:8]=1.[C:19]1([CH3:27])[CH:24]=[CH:23][CH:22]=[C:21]([Mg]Br)[CH:20]=1.Cl.O. Product: [C:19]1([CH3:27])[CH:24]=[CH:23][CH:22]=[C:21]([C:4](=[O:17])[CH2:5][CH2:6][C:7]2[CH:12]=[CH:11][C:10]([C:13]([F:16])([F:15])[F:14])=[CH:9][CH:8]=2)[CH:20]=1. The catalyst class is: 56. (7) Reactant: [Cl:1][C:2]1[CH:7]=[C:6](F)[CH:5]=[CH:4][C:3]=1[C:9]([F:12])([F:11])[F:10].C[Si](C)(C)CC[OH:17].[H-].[Na+]. Product: [Cl:1][C:2]1[CH:7]=[C:6]([OH:17])[CH:5]=[CH:4][C:3]=1[C:9]([F:12])([F:11])[F:10]. The catalyst class is: 9. (8) Reactant: [CH3:1][NH:2][CH2:3][CH2:4][CH2:5][CH2:6][C:7]([OH:9])=[O:8].C(=O)([O-])[O-].[K+].[K+].Cl[C:17]([O:19][CH3:20])=[O:18].Cl. Product: [CH3:20][O:19][C:17]([N:2]([CH3:1])[CH2:3][CH2:4][CH2:5][CH2:6][C:7]([OH:9])=[O:8])=[O:18]. The catalyst class is: 127.